Dataset: Forward reaction prediction with 1.9M reactions from USPTO patents (1976-2016). Task: Predict the product of the given reaction. Given the reactants Br[C:2]1[N:7]=[C:6]([C:8]([O:10][CH3:11])=[O:9])[CH:5]=[CH:4][C:3]=1[F:12].[F:13][C:14]1[C:19]([O:20][CH3:21])=[CH:18][CH:17]=[C:16]([F:22])[C:15]=1B(O)O.[F-].[K+].C(P(C(C)(C)C)C(C)(C)C)(C)(C)C, predict the reaction product. The product is: [F:13][C:14]1[C:19]([O:20][CH3:21])=[CH:18][CH:17]=[C:16]([F:22])[C:15]=1[C:2]1[N:7]=[C:6]([C:8]([O:10][CH3:11])=[O:9])[CH:5]=[CH:4][C:3]=1[F:12].